From a dataset of Catalyst prediction with 721,799 reactions and 888 catalyst types from USPTO. Predict which catalyst facilitates the given reaction. (1) Reactant: [Cl:1][C:2]1[N:11]=[CH:10][C:9]2[N:8]([CH2:12][CH:13]3[CH2:15][CH2:14]3)[C:7](=[O:16])[CH:6]3[CH2:17][O:18][CH2:19][CH2:20][N:5]3[C:4]=2[N:3]=1.IC.[CH3:23]C([O-])(C)C.[Na+]. Product: [Cl:1][C:2]1[N:11]=[CH:10][C:9]2[N:8]([CH2:12][CH:13]3[CH2:14][CH2:15]3)[C:7](=[O:16])[C:6]3([CH3:23])[CH2:17][O:18][CH2:19][CH2:20][N:5]3[C:4]=2[N:3]=1. The catalyst class is: 16. (2) Reactant: C[O:2][C:3](=O)[C:4]1[CH:9]=[CH:8][C:7]([C:10]([CH2:19][CH3:20])([C:13]2[S:14][CH:15]=[C:16]([CH3:18])[CH:17]=2)[CH2:11][CH3:12])=[CH:6][C:5]=1[CH3:21]. Product: [CH2:11]([C:10]([C:7]1[CH:8]=[CH:9][C:4]([CH2:3][OH:2])=[C:5]([CH3:21])[CH:6]=1)([C:13]1[S:14][CH:15]=[C:16]([CH3:18])[CH:17]=1)[CH2:19][CH3:20])[CH3:12]. The catalyst class is: 1.